This data is from NCI-60 drug combinations with 297,098 pairs across 59 cell lines. The task is: Regression. Given two drug SMILES strings and cell line genomic features, predict the synergy score measuring deviation from expected non-interaction effect. (1) Drug 1: CC1=C(C=C(C=C1)NC2=NC=CC(=N2)N(C)C3=CC4=NN(C(=C4C=C3)C)C)S(=O)(=O)N.Cl. Drug 2: N.N.Cl[Pt+2]Cl. Cell line: NCI-H522. Synergy scores: CSS=14.6, Synergy_ZIP=-0.750, Synergy_Bliss=6.67, Synergy_Loewe=6.14, Synergy_HSA=6.46. (2) Drug 1: C1=C(C(=O)NC(=O)N1)F. Drug 2: CC1C(C(=O)NC(C(=O)N2CCCC2C(=O)N(CC(=O)N(C(C(=O)O1)C(C)C)C)C)C(C)C)NC(=O)C3=C4C(=C(C=C3)C)OC5=C(C(=O)C(=C(C5=N4)C(=O)NC6C(OC(=O)C(N(C(=O)CN(C(=O)C7CCCN7C(=O)C(NC6=O)C(C)C)C)C)C(C)C)C)N)C. Cell line: SK-MEL-5. Synergy scores: CSS=36.6, Synergy_ZIP=-4.76, Synergy_Bliss=-10.2, Synergy_Loewe=-9.84, Synergy_HSA=-10.0. (3) Drug 1: C1=CC(=CC=C1CCC2=CNC3=C2C(=O)NC(=N3)N)C(=O)NC(CCC(=O)O)C(=O)O. Cell line: SK-MEL-2. Synergy scores: CSS=33.7, Synergy_ZIP=-12.7, Synergy_Bliss=-13.0, Synergy_Loewe=-16.4, Synergy_HSA=-8.55. Drug 2: CC1=C(C(=O)C2=C(C1=O)N3CC4C(C3(C2COC(=O)N)OC)N4)N. (4) Drug 1: CS(=O)(=O)C1=CC(=C(C=C1)C(=O)NC2=CC(=C(C=C2)Cl)C3=CC=CC=N3)Cl. Drug 2: CCC1(CC2CC(C3=C(CCN(C2)C1)C4=CC=CC=C4N3)(C5=C(C=C6C(=C5)C78CCN9C7C(C=CC9)(C(C(C8N6C=O)(C(=O)OC)O)OC(=O)C)CC)OC)C(=O)OC)O.OS(=O)(=O)O. Cell line: TK-10. Synergy scores: CSS=19.4, Synergy_ZIP=-0.371, Synergy_Bliss=6.86, Synergy_Loewe=4.31, Synergy_HSA=4.54.